This data is from Full USPTO retrosynthesis dataset with 1.9M reactions from patents (1976-2016). The task is: Predict the reactants needed to synthesize the given product. (1) Given the product [CH2:39]([O:41][C:42]1[C:51]([O:52][CH3:53])=[CH:50][C:49]2[C:48]([C:54]3[CH:55]=[CH:56][C:57]([C:58]([N:35]4[CH2:36][CH2:37][CH:32]([N:18]5[C:19](=[O:31])[C:20]6[S:24][C:23]([C:25]7[CH:30]=[CH:29][CH:28]=[CH:27][CH:26]=7)=[CH:22][C:21]=6[N:16]([CH2:15][C:13]6[S:12][N:11]=[C:10]([CH2:8][CH3:9])[N:14]=6)[C:17]5=[O:38])[CH2:33][CH2:34]4)=[O:59])=[CH:61][CH:62]=3)=[N:47][C@@H:46]3[CH2:63][CH2:64][S:65][CH2:66][C@@H:45]3[C:44]=2[CH:43]=1)[CH3:40], predict the reactants needed to synthesize it. The reactants are: FC(F)(F)C(O)=O.[CH2:8]([C:10]1[N:14]=[C:13]([CH2:15][N:16]2[C:21]3[CH:22]=[C:23]([C:25]4[CH:30]=[CH:29][CH:28]=[CH:27][CH:26]=4)[S:24][C:20]=3[C:19](=[O:31])[N:18]([CH:32]3[CH2:37][CH2:36][NH:35][CH2:34][CH2:33]3)[C:17]2=[O:38])[S:12][N:11]=1)[CH3:9].[CH2:39]([O:41][C:42]1[C:51]([O:52][CH3:53])=[CH:50][C:49]2[C:48]([C:54]3[CH:62]=[CH:61][C:57]([C:58](O)=[O:59])=[CH:56][CH:55]=3)=[N:47][C@@H:46]3[CH2:63][CH2:64][S:65][CH2:66][C@@H:45]3[C:44]=2[CH:43]=1)[CH3:40].CCN=C=NCCCN(C)C.C1C=C2N=NN(O)C2=CC=1.O.S([O-])(O)(=O)=O.[K+]. (2) Given the product [ClH:21].[Cl:25][CH2:2][C:3]1[N:8]=[CH:7][C:18]([C:19]([Cl:21])=[O:20])=[CH:5][CH:4]=1, predict the reactants needed to synthesize it. The reactants are: O[CH2:2][C:3]1[N:8]=[CH:7]C(C([O-])=O)=[CH:5][CH:4]=1.[K+].CN(C=O)C.[C:18](Cl)(=O)[C:19]([Cl:21])=[O:20].C(Cl)[Cl:25]. (3) Given the product [Cl:19][CH2:15][C:8]1[C:7]2[C:12](=[CH:13][CH:14]=[C:5]([O:4][CH3:3])[CH:6]=2)[CH:11]=[N:10][CH:9]=1, predict the reactants needed to synthesize it. The reactants are: Cl.Cl.[CH3:3][O:4][C:5]1[CH:6]=[C:7]2[C:12](=[CH:13][CH:14]=1)[CH:11]=[N:10][CH:9]=[C:8]2[CH2:15]O.S(Cl)([Cl:19])=O.